From a dataset of Catalyst prediction with 721,799 reactions and 888 catalyst types from USPTO. Predict which catalyst facilitates the given reaction. The catalyst class is: 614. Product: [NH3:14].[C:1]([OH:8])(=[O:7])[CH2:2][CH2:3][C:4]([OH:6])=[O:5].[CH3:9][C:10]1[S:19][C:18]2[C:17](=[O:20])[C:16]3[CH:21]=[CH:22][CH:23]=[CH:24][C:15]=3[N:14]=[C:13]([N:25]3[CH2:30][CH2:29][N:28]([CH3:39])[C@@H:27]([CH2:31][CH2:32][C:33]4[CH:38]=[CH:37][CH:36]=[CH:35][CH:34]=4)[CH2:26]3)[C:12]=2[CH:11]=1. Reactant: [C:1]([OH:8])(=[O:7])[CH2:2][CH2:3][C:4]([OH:6])=[O:5].[CH3:9][C:10]1[S:19][C:18]2[C:17](=[O:20])[C:16]3[CH:21]=[CH:22][CH:23]=[CH:24][C:15]=3[N:14]=[C:13]([N:25]3[CH2:30][CH2:29][NH:28][C@@H:27]([CH2:31][CH2:32][C:33]4[CH:38]=[CH:37][CH:36]=[CH:35][CH:34]=4)[CH2:26]3)[C:12]=2[CH:11]=1.[C:39](O[BH-](OC(=O)C)OC(=O)C)(=O)C.[Na+].C=O.